Dataset: Forward reaction prediction with 1.9M reactions from USPTO patents (1976-2016). Task: Predict the product of the given reaction. (1) Given the reactants [Br:1][C:2]1[CH:7]=[CH:6][C:5]([C:8]2[O:12][N:11]=[C:10]([CH3:13])[C:9]=2[CH2:14][OH:15])=[CH:4][CH:3]=1.[CH2:16]([N:23]=[C:24]=[O:25])[C:17]1[CH:22]=[CH:21][CH:20]=[CH:19][CH:18]=1, predict the reaction product. The product is: [Br:1][C:2]1[CH:3]=[CH:4][C:5]([C:8]2[O:12][N:11]=[C:10]([CH3:13])[C:9]=2[CH2:14][O:15][C:24](=[O:25])[NH:23][CH2:16][C:17]2[CH:22]=[CH:21][CH:20]=[CH:19][CH:18]=2)=[CH:6][CH:7]=1. (2) Given the reactants BrC1C([C@@H](NC(=O)CN2C3C(F)(F)CCC(F)(F)C=3C(C(F)F)=N2)CC2C=C(F)C=C(F)C=2)=NC=C(Br)C=1.[NH2:39][C@H:40]([C:50]1[C:55]([C:56]2[CH:57]=[CH:58][C:59]([Cl:71])=[C:60]3[C:64]=2[N:63]([CH3:65])[N:62]=[C:61]3[NH:66][S:67]([CH3:70])(=[O:69])=[O:68])=[CH:54][CH:53]=[C:52]([C:72]#[C:73][C:74]([OH:77])([CH3:76])[CH3:75])[N:51]=1)[CH2:41][C:42]1[CH:47]=[C:46]([F:48])[CH:45]=[C:44]([F:49])[CH:43]=1.[CH:78]1([C:81]2[C:85]([CH2:86][CH2:87][OH:88])=[C:84]([CH3:89])[N:83]([CH2:90][C:91](O)=[O:92])[N:82]=2)[CH2:80][CH2:79]1, predict the reaction product. The product is: [Cl:71][C:59]1[CH:58]=[CH:57][C:56]([C:55]2[C:50]([C@@H:40]([NH:39][C:91](=[O:92])[CH2:90][N:83]3[C:84]([CH3:89])=[C:85]([CH2:86][CH2:87][OH:88])[C:81]([CH:78]4[CH2:80][CH2:79]4)=[N:82]3)[CH2:41][C:42]3[CH:47]=[C:46]([F:48])[CH:45]=[C:44]([F:49])[CH:43]=3)=[N:51][C:52]([C:72]#[C:73][C:74]([OH:77])([CH3:75])[CH3:76])=[CH:53][CH:54]=2)=[C:64]2[C:60]=1[C:61]([NH:66][S:67]([CH3:70])(=[O:68])=[O:69])=[N:62][N:63]2[CH3:65]. (3) Given the reactants CC(OI1(OC(C)=O)(OC(C)=O)OC(=O)C2C=CC=CC1=2)=O.[F:23][C:24]1[C:25](=[O:40])[NH:26][C:27]2[C:32]([CH:33]=1)=[CH:31][CH:30]=[C:29]([O:34][CH2:35][CH2:36][CH2:37][CH2:38]O)[N:28]=2.[O-]S([O-])(=S)=O.[Na+].[Na+].Cl.[C:49]1([N:59]2[CH2:64][CH2:63][NH:62][CH2:61][CH2:60]2)[C:58]2[C:53](=[CH:54][CH:55]=[CH:56][CH:57]=2)[CH:52]=[CH:51][CH:50]=1.CCN(CC)CC.[BH-](OC(C)=O)(OC(C)=O)OC(C)=O.[Na+], predict the reaction product. The product is: [F:23][C:24]1[C:25](=[O:40])[NH:26][C:27]2[C:32]([CH:33]=1)=[CH:31][CH:30]=[C:29]([O:34][CH2:35][CH2:36][CH2:37][CH2:38][N:62]1[CH2:61][CH2:60][N:59]([C:49]3[C:58]4[C:53](=[CH:54][CH:55]=[CH:56][CH:57]=4)[CH:52]=[CH:51][CH:50]=3)[CH2:64][CH2:63]1)[N:28]=2. (4) Given the reactants Cl[C:2]1[N:7]=[C:6]([C:8]2[CH:13]=[CH:12][N:11]=[C:10]([Cl:14])[CH:9]=2)[CH:5]=[CH:4][N:3]=1.[CH2:15]([NH2:21])[CH:16]1[O:20][CH2:19][CH2:18][CH2:17]1, predict the reaction product. The product is: [Cl:14][C:10]1[CH:9]=[C:8]([C:6]2[CH:5]=[CH:4][N:3]=[C:2]([NH:21][CH2:15][CH:16]3[CH2:17][CH2:18][CH2:19][O:20]3)[N:7]=2)[CH:13]=[CH:12][N:11]=1. (5) Given the reactants [OH:1][C:2]1[N:10]=[CH:9][CH:8]=[CH:7][C:3]=1[C:4]([OH:6])=[O:5].[OH-].[K+].[CH3:13]I, predict the reaction product. The product is: [CH3:13][N:10]1[CH:9]=[CH:8][CH:7]=[C:3]([C:4]([OH:6])=[O:5])[C:2]1=[O:1]. (6) Given the reactants [H-].[K+].[NH2:3][C:4]12[CH2:13][CH:8]3[CH2:9][CH:10]([CH2:12][C:6]([OH:14])([CH2:7]3)[CH2:5]1)[CH2:11]2.I[CH3:16], predict the reaction product. The product is: [CH3:16][O:14][C:6]12[CH2:12][CH:10]3[CH2:9][CH:8]([CH2:13][C:4]([NH2:3])([CH2:11]3)[CH2:5]1)[CH2:7]2.